Dataset: Forward reaction prediction with 1.9M reactions from USPTO patents (1976-2016). Task: Predict the product of the given reaction. (1) Given the reactants [C:1]([C:5]1[N:9]([CH2:10][CH:11]2[CH2:16][CH2:15][C:14]([F:18])([F:17])[CH2:13][CH2:12]2)[C:8]2[CH:19]=[CH:20][C:21]([S:23]([N:26]3[CH2:29][CH:28]([N:30]=[C:31]=[O:32])[CH2:27]3)(=[O:25])=[O:24])=[CH:22][C:7]=2[N:6]=1)([CH3:4])([CH3:3])[CH3:2].[CH2:33]([CH2:35][NH2:36])[OH:34], predict the reaction product. The product is: [C:1]([C:5]1[N:9]([CH2:10][CH:11]2[CH2:12][CH2:13][C:14]([F:17])([F:18])[CH2:15][CH2:16]2)[C:8]2[CH:19]=[CH:20][C:21]([S:23]([N:26]3[CH2:27][CH:28]([NH:30][C:31]([NH:36][CH2:35][CH2:33][OH:34])=[O:32])[CH2:29]3)(=[O:25])=[O:24])=[CH:22][C:7]=2[N:6]=1)([CH3:4])([CH3:2])[CH3:3]. (2) Given the reactants [NH2:1][C:2]1[CH:3]=[C:4]([NH:9][C:10](=[O:19])[C:11]2[CH:16]=[CH:15][C:14]([F:17])=[C:13]([F:18])[CH:12]=2)[CH:5]=[CH:6][C:7]=1[F:8].[CH:20]1([S:23](Cl)(=[O:25])=[O:24])[CH2:22][CH2:21]1.O, predict the reaction product. The product is: [CH:20]1([S:23]([NH:1][C:2]2[CH:3]=[C:4]([NH:9][C:10](=[O:19])[C:11]3[CH:16]=[CH:15][C:14]([F:17])=[C:13]([F:18])[CH:12]=3)[CH:5]=[CH:6][C:7]=2[F:8])(=[O:25])=[O:24])[CH2:22][CH2:21]1. (3) Given the reactants Br[C:2]1[C:3]([NH:14][C:15]2[C:24]3[C:19](=[CH:20][C:21]([F:26])=[CH:22][C:23]=3[F:25])[N:18]=[C:17]([C:27]3[CH:32]=[CH:31][CH:30]=[CH:29][N:28]=3)[C:16]=2[CH3:33])=[CH:4][C:5]([N:8]2[CH2:13][CH2:12][O:11][CH2:10][CH2:9]2)=[N:6][CH:7]=1.[NH2:34][C:35]1[CH:40]=[CH:39][C:38](B(O)O)=[CH:37][N:36]=1.C1(P(C2CCCCC2)C2CCCCC2)CCCCC1.[O-]P([O-])([O-])=O.[K+].[K+].[K+], predict the reaction product. The product is: [F:25][C:23]1[CH:22]=[C:21]([F:26])[CH:20]=[C:19]2[C:24]=1[C:15]([NH:14][C:3]1[CH:4]=[C:5]([N:8]3[CH2:13][CH2:12][O:11][CH2:10][CH2:9]3)[N:6]=[CH:7][C:2]=1[C:38]1[CH:37]=[N:36][C:35]([NH2:34])=[CH:40][CH:39]=1)=[C:16]([CH3:33])[C:17]([C:27]1[CH:32]=[CH:31][CH:30]=[CH:29][N:28]=1)=[N:18]2. (4) Given the reactants [F:1][C:2]1[CH:7]=[CH:6][C:5]([C:8]2[N:9]([CH:18]([CH3:20])[CH3:19])[N:10]=[C:11]3[C:17]=2[CH2:16][CH2:15][NH:14][CH2:13][CH2:12]3)=[CH:4][CH:3]=1.[C:21]1([CH2:27][CH:28]=O)[CH:26]=[CH:25][CH:24]=[CH:23][CH:22]=1, predict the reaction product. The product is: [F:1][C:2]1[CH:7]=[CH:6][C:5]([C:8]2[N:9]([CH:18]([CH3:20])[CH3:19])[N:10]=[C:11]3[C:17]=2[CH2:16][CH2:15][N:14]([CH2:28][CH2:27][C:21]2[CH:26]=[CH:25][CH:24]=[CH:23][CH:22]=2)[CH2:13][CH2:12]3)=[CH:4][CH:3]=1. (5) Given the reactants N#N.[Br:3][C:4]1[CH:9]=[CH:8][C:7]([CH2:10][CH:11]([NH:15][C:16]([O:18][C:19]([CH3:22])([CH3:21])[CH3:20])=[O:17])[C:12](O)=O)=[CH:6][C:5]=1[F:23].C(N1CCOCC1)C.CN(C(O[N:40]1N=[N:47][C:42]2[CH:43]=[CH:44][CH:45]=[CH:46][C:41]1=2)=[N+](C)C)C.[B-](F)(F)(F)F.C1(N)C(N)=CC=CC=1, predict the reaction product. The product is: [NH:40]1[C:41]2[CH:46]=[CH:45][CH:44]=[CH:43][C:42]=2[N:47]=[C:12]1[CH:11]([NH:15][C:16](=[O:17])[O:18][C:19]([CH3:22])([CH3:21])[CH3:20])[CH2:10][C:7]1[CH:8]=[CH:9][C:4]([Br:3])=[C:5]([F:23])[CH:6]=1. (6) Given the reactants [CH:1]1([N:7]([CH:19]2[CH2:24][CH2:23][CH2:22][CH2:21][CH2:20]2)[C:8](=[O:18])[NH:9][C:10]2[S:11][CH:12]=[C:13]([C:15](O)=[O:16])[N:14]=2)[CH2:6][CH2:5][CH2:4][CH2:3][CH2:2]1.[CH3:25][O:26][C:27](=[O:30])[CH2:28][NH2:29], predict the reaction product. The product is: [CH3:25][O:26][C:27](=[O:30])[CH2:28][NH:29][C:15]([C:13]1[N:14]=[C:10]([NH:9][C:8]([N:7]([CH:19]2[CH2:24][CH2:23][CH2:22][CH2:21][CH2:20]2)[CH:1]2[CH2:6][CH2:5][CH2:4][CH2:3][CH2:2]2)=[O:18])[S:11][CH:12]=1)=[O:16]. (7) Given the reactants [I-].[CH3:2][S+](C)(C)=O.[H-].[Na+].[F:9][C:10]([F:30])([F:29])[CH2:11][O:12][C:13]1[CH:18]=[CH:17][C:16]([N:19]2[CH2:23][C@@H:22]3[CH2:24][C:25](=[O:27])[CH2:26][N:21]3[C:20]2=[O:28])=[CH:15][CH:14]=1, predict the reaction product. The product is: [F:30][C:10]([F:9])([F:29])[CH2:11][O:12][C:13]1[CH:18]=[CH:17][C:16]([N:19]2[CH2:23][C@@H:22]3[CH2:24][C@:25]4([CH2:2][O:27]4)[CH2:26][N:21]3[C:20]2=[O:28])=[CH:15][CH:14]=1. (8) Given the reactants Cl.[CH:2]1([CH2:5][O:6][C:7]2[CH:12]=[CH:11][C:10]([CH2:13][CH3:14])=[CH:9][C:8]=2[C:15]2[C:16]3[NH:23][C:22]([CH3:24])=[C:21]([C:25]([NH:27][CH:28]4[CH2:33][CH2:32][NH:31][CH2:30][CH2:29]4)=[O:26])[C:17]=3[N:18]=[CH:19][N:20]=2)[CH2:4][CH2:3]1.[C:34](Cl)(=[O:37])[CH2:35][CH3:36], predict the reaction product. The product is: [CH:2]1([CH2:5][O:6][C:7]2[CH:12]=[CH:11][C:10]([CH2:13][CH3:14])=[CH:9][C:8]=2[C:15]2[C:16]3[NH:23][C:22]([CH3:24])=[C:21]([C:25]([NH:27][CH:28]4[CH2:29][CH2:30][N:31]([C:34](=[O:37])[CH2:35][CH3:36])[CH2:32][CH2:33]4)=[O:26])[C:17]=3[N:18]=[CH:19][N:20]=2)[CH2:4][CH2:3]1.